This data is from Forward reaction prediction with 1.9M reactions from USPTO patents (1976-2016). The task is: Predict the product of the given reaction. (1) Given the reactants [Br:1][C:2]1[CH:21]=[CH:20][C:5]([CH2:6][NH:7][C:8](=[O:19])[C:9]2[CH:14]=[CH:13][C:12]([S:15][CH3:16])=[CH:11][C:10]=2[O:17]C)=[C:4]([F:22])[CH:3]=1, predict the reaction product. The product is: [Br:1][C:2]1[CH:21]=[CH:20][C:5]([CH2:6][NH:7][C:8](=[O:19])[C:9]2[CH:14]=[CH:13][C:12]([S:15][CH3:16])=[CH:11][C:10]=2[OH:17])=[C:4]([F:22])[CH:3]=1. (2) Given the reactants [CH3:1][S:2]([C:5]1[CH:14]=[C:13]2[C:8]([CH2:9][CH2:10][CH:11]([C:15](OCC)=[O:16])[O:12]2)=[CH:7][CH:6]=1)(=[O:4])=[O:3].[Li+].[BH4-].C1COCC1.Cl, predict the reaction product. The product is: [CH3:1][S:2]([C:5]1[CH:14]=[C:13]2[C:8]([CH2:9][CH2:10][CH:11]([CH2:15][OH:16])[O:12]2)=[CH:7][CH:6]=1)(=[O:4])=[O:3]. (3) Given the reactants [CH2:1]([O:3][C:4]([C:6]1[C:12]2[NH:13][C:14]3[CH:15]=[C:16]([C:20]4[CH:25]=[CH:24][CH:23]=[C:22]([O:26][CH3:27])[CH:21]=4)[CH:17]=[CH:18][C:19]=3[C:11]=2[CH2:10][CH2:9][N:8](C(=O)C2C=CC(F)=CC=2)[CH:7]=1)=[O:5])[CH3:2].C([O-])([O-])=O.[Na+].[Na+], predict the reaction product. The product is: [CH2:1]([O:3][C:4]([C:6]1[C:12]2[NH:13][C:14]3[CH:15]=[C:16]([C:20]4[CH:25]=[CH:24][CH:23]=[C:22]([O:26][CH3:27])[CH:21]=4)[CH:17]=[CH:18][C:19]=3[C:11]=2[CH2:10][CH2:9][NH:8][CH:7]=1)=[O:5])[CH3:2]. (4) Given the reactants [C:1]([C:5]1[CH:6]=[CH:7][C:8]([S:20]([NH:23][C:24]2[CH:28]=[CH:27][S:26][C:25]=2[C:29]([O:31]C)=[O:30])(=[O:22])=[O:21])=[C:9]([C:11]2[CH:16]=[CH:15][C:14]([N:17]([CH3:19])[CH3:18])=[CH:13][CH:12]=2)[CH:10]=1)([CH3:4])([CH3:3])[CH3:2].[OH-].[Li+], predict the reaction product. The product is: [C:1]([C:5]1[CH:6]=[CH:7][C:8]([S:20]([NH:23][C:24]2[CH:28]=[CH:27][S:26][C:25]=2[C:29]([OH:31])=[O:30])(=[O:21])=[O:22])=[C:9]([C:11]2[CH:12]=[CH:13][C:14]([N:17]([CH3:18])[CH3:19])=[CH:15][CH:16]=2)[CH:10]=1)([CH3:4])([CH3:2])[CH3:3]. (5) Given the reactants [C:1]([N:9]1[CH2:14][CH2:13][CH2:12][CH2:11][CH2:10]1)(=[O:8])[C:2]1[CH:7]=[CH:6][CH:5]=[CH:4][CH:3]=1.[O:15]=C[C@@H]([C@H]([C@@H]([C@@H](CO)O)O)O)O, predict the reaction product. The product is: [C:1]([N:9]1[CH2:14][CH2:13][CH:12]([OH:15])[CH2:11][CH2:10]1)(=[O:8])[C:2]1[CH:7]=[CH:6][CH:5]=[CH:4][CH:3]=1. (6) Given the reactants [CH3:1][N:2]([CH3:46])[CH2:3][C:4]([O:6][C@@H:7]([CH3:45])[CH2:8][N:9]1[C:13]([CH3:14])=[C:12]([C:15](=[O:37])[NH:16][C:17]2[CH:22]=[CH:21][C:20]([O:23][C:24]3[C:33]4[C:28](=[CH:29][C:30]([O:34][CH3:35])=[CH:31][CH:32]=4)[N:27]=[CH:26][CH:25]=3)=[C:19]([F:36])[CH:18]=2)[C:11](=[O:38])[N:10]1[C:39]1[CH:44]=[CH:43][CH:42]=[CH:41][CH:40]=1)=[O:5].[C:47]1([CH3:57])[CH:52]=[CH:51][C:50]([S:53]([OH:56])(=[O:55])=[O:54])=[CH:49][CH:48]=1, predict the reaction product. The product is: [CH3:57][C:47]1[CH:48]=[CH:49][C:50]([S:53]([OH:56])(=[O:55])=[O:54])=[CH:51][CH:52]=1.[CH3:46][N:2]([CH3:1])[CH2:3][C:4]([O:6][C@@H:7]([CH3:45])[CH2:8][N:9]1[C:13]([CH3:14])=[C:12]([C:15](=[O:37])[NH:16][C:17]2[CH:22]=[CH:21][C:20]([O:23][C:24]3[C:33]4[C:28](=[CH:29][C:30]([O:34][CH3:35])=[CH:31][CH:32]=4)[N:27]=[CH:26][CH:25]=3)=[C:19]([F:36])[CH:18]=2)[C:11](=[O:38])[N:10]1[C:39]1[CH:40]=[CH:41][CH:42]=[CH:43][CH:44]=1)=[O:5]. (7) Given the reactants [O:1]([NH2:3])[CH3:2].[C:4]1([CH3:14])[CH:9]=[CH:8][C:7]([S:10](Cl)(=[O:12])=[O:11])=[CH:6][CH:5]=1.O, predict the reaction product. The product is: [CH3:2][O:1][NH:3][S:10]([C:7]1[CH:8]=[CH:9][C:4]([CH3:14])=[CH:5][CH:6]=1)(=[O:12])=[O:11].